From a dataset of Forward reaction prediction with 1.9M reactions from USPTO patents (1976-2016). Predict the product of the given reaction. (1) The product is: [F:12][C:13]([F:24])([F:25])[O:14][C:15]1[CH:20]=[CH:19][C:18]([C:2]2[CH:11]=[C:6]([C:7]([O:9][CH3:10])=[O:8])[CH:5]=[N:4][CH:3]=2)=[CH:17][CH:16]=1. Given the reactants Br[C:2]1[CH:3]=[N:4][CH:5]=[C:6]([CH:11]=1)[C:7]([O:9][CH3:10])=[O:8].[F:12][C:13]([F:25])([F:24])[O:14][C:15]1[CH:20]=[CH:19][C:18](B(O)O)=[CH:17][CH:16]=1.[F-].[K+].C(OCC)(=O)C, predict the reaction product. (2) Given the reactants [Br:1][C:2]1[CH:7]=[C:6]([F:8])[CH:5]=[CH:4][C:3]=1[CH:9]1[CH2:14][C:13](=[O:15])[CH2:12][C:11](=[O:16])[CH2:10]1.[C:17]([O-])(=[O:19])[CH3:18].[Na+].O, predict the reaction product. The product is: [Br:1][C:2]1[CH:7]=[C:6]([F:8])[CH:5]=[CH:4][C:3]=1[CH:9]1[CH2:10][C:11]([O:16][C:17](=[O:19])[CH3:18])=[CH:12][C:13](=[O:15])[CH2:14]1. (3) The product is: [CH3:1][O:2][CH2:3][CH2:4][O:5][C:6]1[CH:7]=[CH:8][C:9]([C:10]([NH:63][C:61]2[S:60][C:50]3[C:51]([N:54]4[CH2:59][CH2:58][O:57][CH2:56][CH2:55]4)=[N:52][CH:53]=[C:48]([O:47][CH3:46])[C:49]=3[N:62]=2)=[O:12])=[CH:13][CH:14]=1. Given the reactants [CH3:1][O:2][CH2:3][CH2:4][O:5][C:6]1[CH:14]=[CH:13][C:9]([C:10]([OH:12])=O)=[CH:8][CH:7]=1.CN(C(ON1N=NC2C=CC=NC1=2)=[N+](C)C)C.F[P-](F)(F)(F)(F)F.CN1CCOCC1.[CH3:46][O:47][C:48]1[C:49]2[N:62]=[C:61]([NH2:63])[S:60][C:50]=2[C:51]([N:54]2[CH2:59][CH2:58][O:57][CH2:56][CH2:55]2)=[N:52][CH:53]=1, predict the reaction product. (4) The product is: [Cl:17][C:12]1[CH:13]=[C:14]2[C:9](=[CH:10][CH:11]=1)[NH:8][C:7](=[O:18])[C:6]([C:1](=[O:5])[CH2:2][CH:3]([O:20][CH3:19])[CH3:4])=[C:15]2[OH:16]. Given the reactants [C:1]([C:6]1[C:7](=[O:18])[NH:8][C:9]2[C:14]([C:15]=1[OH:16])=[CH:13][C:12]([Cl:17])=[CH:11][CH:10]=2)(=[O:5])[CH:2]=[CH:3][CH3:4].[CH3:19][O-:20].[Na+], predict the reaction product.